From a dataset of Reaction yield outcomes from USPTO patents with 853,638 reactions. Predict the reaction yield, written as a fraction of the theoretical maximum amount of product (1.0 means a 100% yield; for example, 0.34 means a 34% yield). (1) The reactants are [F:1][C:2]1[CH:7]=[CH:6][N:5]=[C:4]([NH:8][C:9](=[O:15])[O:10][C:11]([CH3:14])([CH3:13])[CH3:12])[CH:3]=1.CN(CCN(C)C)C.C([Li])CCC.[I:29]I.OS([O-])=O.[Na+]. The catalyst is C1COCC1.O.C(Cl)Cl.C(OCC)(=O)C. The product is [F:1][C:2]1[CH:7]=[CH:6][N:5]=[C:4]([NH:8][C:9](=[O:15])[O:10][C:11]([CH3:12])([CH3:14])[CH3:13])[C:3]=1[I:29]. The yield is 0.860. (2) The reactants are Br[C:2]1[CH:7]=[C:6]([N+:8]([O-:10])=[O:9])[C:5]([NH:11][C:12](=[O:14])[CH3:13])=[C:4]([O:15][CH3:16])[CH:3]=1.[NH:17]1[CH2:22][CH2:21][O:20][CH2:19][CH2:18]1.C1C=CC(P(C2C(C3C(P(C4C=CC=CC=4)C4C=CC=CC=4)=CC=C4C=3C=CC=C4)=C3C(C=CC=C3)=CC=2)C2C=CC=CC=2)=CC=1.CC([O-])(C)C.[K+]. The catalyst is O1CCOCC1. The product is [CH3:16][O:15][C:4]1[CH:3]=[C:2]([N:17]2[CH2:22][CH2:21][O:20][CH2:19][CH2:18]2)[CH:7]=[C:6]([N+:8]([O-:10])=[O:9])[C:5]=1[NH:11][C:12](=[O:14])[CH3:13]. The yield is 0.350. (3) The reactants are C[O:2][C:3](=[O:43])[C:4]1[CH:9]=[CH:8][C:7]([N:10]2[C:14](=[O:15])[C@H:13]3[C@H:16]([C:34]4[CH:39]=[CH:38][CH:37]=[C:36]([Cl:40])[C:35]=4[F:41])[C@:17]([C:26]4[CH:31]=[CH:30][C:29]([Cl:32])=[CH:28][C:27]=4[F:33])([C:24]#[N:25])[C@H:18]([CH2:19][C:20]([CH3:23])([CH3:22])[CH3:21])[N:12]3[C:11]2=[O:42])=[CH:6][CH:5]=1.[Al](I)(I)I. The catalyst is CC#N. The product is [Cl:40][C:36]1[C:35]([F:41])=[C:34]([C@H:16]2[C@H:13]3[N:12]([C:11](=[O:42])[N:10]([C:7]4[CH:8]=[CH:9][C:4]([C:3]([OH:43])=[O:2])=[CH:5][CH:6]=4)[C:14]3=[O:15])[C@@H:18]([CH2:19][C:20]([CH3:23])([CH3:22])[CH3:21])[C@@:17]2([C:26]2[CH:31]=[CH:30][C:29]([Cl:32])=[CH:28][C:27]=2[F:33])[C:24]#[N:25])[CH:39]=[CH:38][CH:37]=1. The yield is 0.454. (4) The reactants are Br[C:2]1[CH:11]=[C:10]([N+:12]([O-:14])=[O:13])[CH:9]=[CH:8][C:3]=1[C:4]([O:6][CH3:7])=[O:5].[Cl:15][C:16]1[CH:21]=[CH:20][C:19](B(O)O)=[CH:18][CH:17]=1.[F-].[K+]. The catalyst is CO.C([O-])(=O)C.[Pd+2].C([O-])(=O)C. The product is [CH3:7][O:6][C:4]([C:3]1[C:2]([C:19]2[CH:20]=[CH:21][C:16]([Cl:15])=[CH:17][CH:18]=2)=[CH:11][C:10]([N+:12]([O-:14])=[O:13])=[CH:9][CH:8]=1)=[O:5]. The yield is 0.770. (5) The reactants are [C:1]([O:5][C:6]([N:8]1[CH2:13][CH2:12][N:11]([C:14]2[CH:19]=[CH:18][C:17]([N+:20]([O-])=O)=[C:16]([NH2:23])[CH:15]=2)[CH2:10][CH2:9]1)=[O:7])([CH3:4])([CH3:3])[CH3:2].CC(O)=O.C([O-])(O)=O.[Na+].CC(=O)OCC. The catalyst is CCO.C1COCC1.[Zn].O. The product is [NH2:23][C:16]1[CH:15]=[C:14]([N:11]2[CH2:12][CH2:13][N:8]([C:6]([O:5][C:1]([CH3:4])([CH3:3])[CH3:2])=[O:7])[CH2:9][CH2:10]2)[CH:19]=[CH:18][C:17]=1[NH2:20]. The yield is 0.600. (6) The reactants are [N+:1]([C:4]1[CH:5]=[N:6][CH:7]=[CH:8][C:9]=1O)([O-:3])=[O:2].O=P(Cl)(Cl)[Cl:13]. The catalyst is C1(C)C=CC=CC=1. The product is [Cl:13][C:9]1[CH:8]=[CH:7][N:6]=[CH:5][C:4]=1[N+:1]([O-:3])=[O:2]. The yield is 0.750. (7) The product is [CH3:1][O:2][C:3]([C:5]1[C:9]([NH2:10])=[CH:8][NH:7][N:6]=1)=[O:4]. The yield is 0.979. The reactants are [CH3:1][O:2][C:3]([C:5]1[C:9]([N+:10]([O-])=O)=[CH:8][NH:7][N:6]=1)=[O:4]. The catalyst is [Pd].C(O)C. (8) The reactants are [F:1][C:2]1[CH:3]=[C:4]([C:20]2[C:21]([C:26]#[N:27])=[CH:22][CH:23]=[CH:24][CH:25]=2)[CH:5]=[CH:6][C:7]=1[CH2:8][C:9]1[C:14](=[O:15])[NH:13][C:12]([CH3:16])=[N:11][C:10]=1[CH2:17][CH2:18][CH3:19].[CH3:28][O:29][C:30]1[CH:35]=[CH:34][C:33](B(O)O)=[CH:32][CH:31]=1.C(N(CC)CC)C.N1C=CC=CC=1. The catalyst is C(Cl)Cl.C(OCC)(=O)C.C([O-])(=O)C.[Cu+2].C([O-])(=O)C. The product is [F:1][C:2]1[CH:3]=[C:4]([C:20]2[C:21]([C:26]#[N:27])=[CH:22][CH:23]=[CH:24][CH:25]=2)[CH:5]=[CH:6][C:7]=1[CH2:8][C:9]1[C:14](=[O:15])[N:13]([C:33]2[CH:34]=[CH:35][C:30]([O:29][CH3:28])=[CH:31][CH:32]=2)[C:12]([CH3:16])=[N:11][C:10]=1[CH2:17][CH2:18][CH3:19]. The yield is 0.910. (9) The reactants are S=[C:2]1[CH2:6][S:5][C:4](=[O:7])[NH:3]1.[CH2:8]([N:10]([CH2:14][CH3:15])[CH2:11][CH2:12][NH2:13])[CH3:9].[F:16][C:17]([F:41])([F:40])[C:18]1[CH:35]=[C:34]([C:36]([F:39])([F:38])[F:37])[CH:33]=[CH:32][C:19]=1[CH2:20][O:21][C:22]1[CH:23]=[C:24]([CH:27]=[CH:28][C:29]=1[O:30][CH3:31])[CH:25]=O.CC(C)([O-])C.[K+].[Cl-].[NH4+]. The catalyst is C(O)C.C(OCC)(=O)C. The product is [F:16][C:17]([F:40])([F:41])[C:18]1[CH:35]=[C:34]([C:36]([F:39])([F:38])[F:37])[CH:33]=[CH:32][C:19]=1[CH2:20][O:21][C:22]1[CH:23]=[C:24](/[CH:25]=[C:6]2/[C:2]([NH:13][CH2:12][CH2:11][N:10]([CH2:14][CH3:15])[CH2:8][CH3:9])=[N:3][C:4](=[O:7])[S:5]/2)[CH:27]=[CH:28][C:29]=1[O:30][CH3:31]. The yield is 0.470. (10) The reactants are [CH2:1]([O:3][C:4]([N:6]1[C:15]2[C:10](=[CH:11][C:12]([C:16]([F:19])([F:18])[F:17])=[CH:13][CH:14]=2)[CH:9]([CH:20]([N:35]=[N+]=[N-])[C:21]2[CH:26]=[C:25]([C:27]([F:30])([F:29])[F:28])[CH:24]=[C:23]([C:31]([F:34])([F:33])[F:32])[CH:22]=2)[CH2:8][CH:7]1[CH2:38][CH3:39])=[O:5])[CH3:2].CO. The catalyst is [Pd].C(OCC)(=O)C. The product is [CH2:1]([O:3][C:4]([N:6]1[C:15]2[C:10](=[CH:11][C:12]([C:16]([F:19])([F:18])[F:17])=[CH:13][CH:14]=2)[CH:9]([CH:20]([NH2:35])[C:21]2[CH:26]=[C:25]([C:27]([F:28])([F:29])[F:30])[CH:24]=[C:23]([C:31]([F:32])([F:34])[F:33])[CH:22]=2)[CH2:8][CH:7]1[CH2:38][CH3:39])=[O:5])[CH3:2]. The yield is 0.830.